This data is from Forward reaction prediction with 1.9M reactions from USPTO patents (1976-2016). The task is: Predict the product of the given reaction. (1) Given the reactants [CH3:1][S:2](Cl)(=[O:4])=[O:3].[Cl:6][C:7]1[CH:8]=[C:9]([CH:26]=[C:27]([C:31]([F:34])([F:33])[F:32])[C:28]=1[CH2:29][OH:30])[C:10]([NH:12][CH2:13][C:14]1[CH:19]=[C:18]([Cl:20])[CH:17]=[CH:16][C:15]=1[S:21]([CH2:24][CH3:25])(=[O:23])=[O:22])=[O:11].C(N(CC)CC)C.O, predict the reaction product. The product is: [CH3:1][S:2]([O:30][CH2:29][C:28]1[C:27]([C:31]([F:33])([F:34])[F:32])=[CH:26][C:9]([C:10](=[O:11])[NH:12][CH2:13][C:14]2[CH:19]=[C:18]([Cl:20])[CH:17]=[CH:16][C:15]=2[S:21]([CH2:24][CH3:25])(=[O:23])=[O:22])=[CH:8][C:7]=1[Cl:6])(=[O:4])=[O:3]. (2) Given the reactants I[Si](C)(C)C.[F:6][C:7]1[CH:12]=[CH:11][CH:10]=[CH:9][C:8]=1[C@H:13]1[CH2:22][CH2:21][CH2:20][C@@H:19]2[N:14]1[C:15](=[O:23])[CH2:16][CH2:17][CH2:18]2.CN(C)CCN(C)C.[I:32]I.S([O-])([O-])(=O)=S.[Na+].[Na+], predict the reaction product. The product is: [F:6][C:7]1[CH:12]=[CH:11][CH:10]=[CH:9][C:8]=1[C@H:13]1[CH2:22][CH2:21][CH2:20][C@@H:19]2[N:14]1[C:15](=[O:23])[CH:16]([I:32])[CH2:17][CH2:18]2.